Dataset: Peptide-MHC class I binding affinity with 185,985 pairs from IEDB/IMGT. Task: Regression. Given a peptide amino acid sequence and an MHC pseudo amino acid sequence, predict their binding affinity value. This is MHC class I binding data. (1) The peptide sequence is SQFNHWFGE. The MHC is HLA-B39:01 with pseudo-sequence HLA-B39:01. The binding affinity (normalized) is 0.0847. (2) The peptide sequence is MPDTLFEGV. The MHC is HLA-A02:12 with pseudo-sequence HLA-A02:12. The binding affinity (normalized) is 0.0847. (3) The peptide sequence is NPIQLSSYSL. The MHC is Mamu-A2201 with pseudo-sequence Mamu-A2201. The binding affinity (normalized) is 0.494. (4) The peptide sequence is AIFQSSMTK. The MHC is HLA-B53:01 with pseudo-sequence HLA-B53:01. The binding affinity (normalized) is 0. (5) The peptide sequence is HHIWQNLL. The MHC is HLA-A30:01 with pseudo-sequence HLA-A30:01. The binding affinity (normalized) is 0.213. (6) The peptide sequence is LFTAVTNFL. The MHC is Patr-A0901 with pseudo-sequence Patr-A0901. The binding affinity (normalized) is 0.596. (7) The peptide sequence is VVNYDNSTK. The MHC is HLA-A02:03 with pseudo-sequence HLA-A02:03. The binding affinity (normalized) is 0.